From a dataset of Catalyst prediction with 721,799 reactions and 888 catalyst types from USPTO. Predict which catalyst facilitates the given reaction. (1) Reactant: [CH2:1]([C:8]1[N:9]=[C:10]([C:31]([O-])=[O:32])[S:11][C:12]=1[C:13]1[C:22]2[C:17](=[CH:18][CH:19]=[CH:20][CH:21]=2)[C:16]([S:23](=[O:30])(=[O:29])[NH:24][C:25]([CH3:28])([CH3:27])[CH3:26])=[CH:15][CH:14]=1)[C:2]1[CH:7]=[CH:6][CH:5]=[CH:4][CH:3]=1.[K+].CN(C(ON1N=NC2C=CC=NC1=2)=[N+](C)C)C.F[P-](F)(F)(F)(F)F.CCN(C(C)C)C(C)C.[CH2:68]([S:70][C:71]1[CH:76]=[CH:75][C:74]([CH2:77][NH2:78])=[CH:73][CH:72]=1)[CH3:69]. Product: [CH2:1]([C:8]1[N:9]=[C:10]([C:31]([NH:78][CH2:77][C:74]2[CH:75]=[CH:76][C:71]([S:70][CH2:68][CH3:69])=[CH:72][CH:73]=2)=[O:32])[S:11][C:12]=1[C:13]1[C:22]2[C:17](=[CH:18][CH:19]=[CH:20][CH:21]=2)[C:16]([S:23](=[O:30])(=[O:29])[NH:24][C:25]([CH3:28])([CH3:27])[CH3:26])=[CH:15][CH:14]=1)[C:2]1[CH:7]=[CH:6][CH:5]=[CH:4][CH:3]=1. The catalyst class is: 3. (2) Product: [CH:11]([N:10]1[C:4]2[CH:3]=[C:2]([NH:31][C:29]3[CH:28]=[CH:27][N:26]=[C:25]([N:22]4[CH2:21][CH2:20][CH:19]([O:18][CH3:17])[CH2:24][CH2:23]4)[N:30]=3)[N:7]=[CH:6][C:5]=2[C:8]([C:14]([NH2:16])=[O:15])=[N:9]1)([CH3:13])[CH3:12]. Reactant: Cl[C:2]1[N:7]=[CH:6][C:5]2[C:8]([C:14]([NH2:16])=[O:15])=[N:9][N:10]([CH:11]([CH3:13])[CH3:12])[C:4]=2[CH:3]=1.[CH3:17][O:18][CH:19]1[CH2:24][CH2:23][N:22]([C:25]2[N:30]=[C:29]([NH2:31])[CH:28]=[CH:27][N:26]=2)[CH2:21][CH2:20]1.CC(C)([O-])C.[Na+]. The catalyst class is: 107. (3) Reactant: [N+:1]([C:4]1[CH:5]=[C:6]([CH:20]=[CH:21][C:22]=1[N+:23]([O-])=O)[CH2:7][N:8]1[CH2:13][CH2:12][N:11]([CH2:14][C:15]([N:17]([CH3:19])[CH3:18])=[O:16])[CH2:10][CH2:9]1)([O-])=O. Product: [NH2:1][C:4]1[CH:5]=[C:6]([CH:20]=[CH:21][C:22]=1[NH2:23])[CH2:7][N:8]1[CH2:9][CH2:10][N:11]([CH2:14][C:15]([N:17]([CH3:19])[CH3:18])=[O:16])[CH2:12][CH2:13]1. The catalyst class is: 696. (4) Reactant: [CH2:1]([N:8]1[CH2:13][CH2:12][N:11]([C:14]([O:16][C:17]([CH3:20])([CH3:19])[CH3:18])=[O:15])[C@H:10]([CH2:21][N:22]([CH:30]([CH3:32])[CH3:31])[C:23](=[O:29])[CH2:24][CH2:25][C:26]([OH:28])=O)[CH2:9]1)[C:2]1[CH:7]=[CH:6][CH:5]=[CH:4][CH:3]=1.[CH:33]1([NH2:36])[CH2:35][CH2:34]1.CCN=C=NCCCN(C)C.Cl.C1C=CC2N(O)N=NC=2C=1.C(=O)(O)[O-].[Na+]. Product: [CH2:1]([N:8]1[CH2:13][CH2:12][N:11]([C:14]([O:16][C:17]([CH3:18])([CH3:19])[CH3:20])=[O:15])[C@H:10]([CH2:21][N:22]([C:23](=[O:29])[CH2:24][CH2:25][C:26]([NH:36][CH:33]2[CH2:35][CH2:34]2)=[O:28])[CH:30]([CH3:31])[CH3:32])[CH2:9]1)[C:2]1[CH:3]=[CH:4][CH:5]=[CH:6][CH:7]=1. The catalyst class is: 3. (5) Reactant: [OH-].COC(NS([N+](CC)(CC)CC)(=O)=O)=O.[Br:17][C:18]1[CH:23]=[CH:22][C:21]([C@@H:24]([N:26]2[CH2:31][CH2:30][C@:29]([CH2:38][C:39](O)([CH3:41])[CH3:40])([C:32]3[CH:37]=[CH:36][CH:35]=[CH:34][CH:33]=3)[O:28][C:27]2=[O:43])[CH3:25])=[CH:20][CH:19]=1. Product: [Br:17][C:18]1[CH:19]=[CH:20][C:21]([C@@H:24]([N:26]2[CH2:31][CH2:30][C@@:29]([CH2:38][C:39]([CH3:41])=[CH2:40])([C:32]3[CH:33]=[CH:34][CH:35]=[CH:36][CH:37]=3)[O:28][C:27]2=[O:43])[CH3:25])=[CH:22][CH:23]=1. The catalyst class is: 207. (6) Reactant: [CH2:1]([O:8][C:9]1[CH:14]=[CH:13][N:12]([C:15]2[CH:20]=[CH:19][C:18]3[C:21]4[CH2:26][CH2:25][N:24](C(OC(C)(C)C)=O)[CH2:23][C:22]=4[O:34][C:17]=3[CH:16]=2)[C:11](=[O:35])[CH:10]=1)[C:2]1[CH:7]=[CH:6][CH:5]=[CH:4][CH:3]=1.Cl. Product: [CH2:1]([O:8][C:9]1[CH:14]=[CH:13][N:12]([C:15]2[CH:20]=[CH:19][C:18]3[C:21]4[CH2:26][CH2:25][NH:24][CH2:23][C:22]=4[O:34][C:17]=3[CH:16]=2)[C:11](=[O:35])[CH:10]=1)[C:2]1[CH:3]=[CH:4][CH:5]=[CH:6][CH:7]=1. The catalyst class is: 275.